From a dataset of Full USPTO retrosynthesis dataset with 1.9M reactions from patents (1976-2016). Predict the reactants needed to synthesize the given product. (1) The reactants are: [F:1][C:2]([F:25])([F:24])[CH2:3][O:4][C:5]1[CH:23]=[CH:22][C:8]([C:9]([NH:11][CH2:12][CH2:13][NH:14]C(=O)OC(C)(C)C)=[O:10])=[CH:7][N:6]=1.[ClH:26]. Given the product [ClH:26].[NH2:14][CH2:13][CH2:12][NH:11][C:9](=[O:10])[C:8]1[CH:22]=[CH:23][C:5]([O:4][CH2:3][C:2]([F:1])([F:24])[F:25])=[N:6][CH:7]=1, predict the reactants needed to synthesize it. (2) The reactants are: [ClH:1].FC1C=C(NC(NC(=O)CC2C=CC=CC=2)=S)C=CC=1OC1C=CN=C2C=C(C(N3CCCCC3)=O)SC=12.FC1C=C(NC(NC(=O)CC2C=CC=CC=2)=S)C=CC=1OC1C=CN=C2C=C(C(N3CCCCC3)=O)SC=12.C([O:82][C:83]([C@@H:85]1[CH2:89][CH2:88][CH2:87][N:86]1[C:90]([C:92]1[S:100][C:99]2[C:94](=[N:95][CH:96]=[CH:97][C:98]=2[O:101][C:102]2[CH:107]=[CH:106][C:105]([NH:108][C:109]([NH:111][C:112](=[O:120])[CH2:113][C:114]3[CH:119]=[CH:118][CH:117]=[CH:116][CH:115]=3)=[S:110])=[CH:104][C:103]=2[F:121])[CH:93]=1)=[O:91])=[O:84])(C)(C)C. Given the product [ClH:1].[F:121][C:103]1[CH:104]=[C:105]([NH:108][C:109]([NH:111][C:112](=[O:120])[CH2:113][C:114]2[CH:115]=[CH:116][CH:117]=[CH:118][CH:119]=2)=[S:110])[CH:106]=[CH:107][C:102]=1[O:101][C:98]1[CH:97]=[CH:96][N:95]=[C:94]2[CH:93]=[C:92]([C:90]([N:86]3[CH2:87][CH2:88][CH2:89][C@H:85]3[C:83]([OH:84])=[O:82])=[O:91])[S:100][C:99]=12, predict the reactants needed to synthesize it. (3) The reactants are: [OH:1][C:2]1[CH:3]=[C:4]2[C:9](=[CH:10][CH:11]=1)[C:8]([C:12]([OH:14])=[O:13])=[CH:7][CH:6]=[CH:5]2.Cl[C:16]1[C:25]2[C:20](=[CH:21][C:22]([O:26][CH3:27])=[CH:23][CH:24]=2)[N:19]=[CH:18][CH:17]=1. Given the product [CH3:27][O:26][C:22]1[CH:21]=[C:20]2[C:25]([C:16]([O:1][C:2]3[CH:3]=[C:4]4[C:9](=[CH:10][CH:11]=3)[C:8]([C:12]([OH:14])=[O:13])=[CH:7][CH:6]=[CH:5]4)=[CH:17][CH:18]=[N:19]2)=[CH:24][CH:23]=1, predict the reactants needed to synthesize it. (4) The reactants are: Cl.[OH:2][C:3]1[CH:12]=[C:11]2[C:6]([CH2:7][C@@H:8]([C:13]([O:15][CH3:16])=[O:14])[NH:9][CH2:10]2)=[CH:5][CH:4]=1.[C:17]([Si:21](Cl)([CH3:23])[CH3:22])([CH3:20])([CH3:19])[CH3:18]. Given the product [Si:21]([O:2][C:3]1[CH:12]=[C:11]2[C:6]([CH2:7][C@@H:8]([C:13]([O:15][CH3:16])=[O:14])[NH:9][CH2:10]2)=[CH:5][CH:4]=1)([C:17]([CH3:20])([CH3:19])[CH3:18])([CH3:23])[CH3:22], predict the reactants needed to synthesize it. (5) Given the product [CH2:1]([O:3][C:4]1[CH:28]=[CH:27][C:7]2[CH:8]3[CH2:14][CH:13]=[C:12]([C:16]4[CH:21]=[CH:20][C:19]([O:22][CH2:23][CH3:24])=[C:18]([F:25])[C:17]=4[F:26])[CH2:11][CH:9]3[O:10][C:6]=2[C:5]=1[F:29])[CH3:2], predict the reactants needed to synthesize it. The reactants are: [CH2:1]([O:3][C:4]1[CH:28]=[CH:27][C:7]2[CH:8]3[CH2:14][CH2:13][C:12]([C:16]4[CH:21]=[CH:20][C:19]([O:22][CH2:23][CH3:24])=[C:18]([F:25])[C:17]=4[F:26])(O)[CH2:11][CH:9]3[O:10][C:6]=2[C:5]=1[F:29])[CH3:2].O.O.C1(C)C=CC(S(O)(=O)=O)=CC=1.